Dataset: Full USPTO retrosynthesis dataset with 1.9M reactions from patents (1976-2016). Task: Predict the reactants needed to synthesize the given product. Given the product [C:1]([NH:6][C:7]1[NH:27][C:26](=[O:28])[C:25]2[C:9](=[N:10][CH:11]=[C:12]([N:24]=2)[CH2:13][N:14]([C:45](=[O:46])[C:44]([F:55])([F:54])[F:43])[C:15]2[CH:16]=[CH:17][C:18]([C:19]([OH:21])=[O:20])=[CH:22][CH:23]=2)[N:8]=1)(=[O:5])[CH:2]([CH3:4])[CH3:3], predict the reactants needed to synthesize it. The reactants are: [C:1]([NH:6][C:7]1[NH:27][C:26](=[O:28])[C:25]2[C:9](=[N:10][CH:11]=[C:12]([N:24]=2)[CH2:13][NH:14][C:15]2[CH:23]=[CH:22][C:18]([C:19]([OH:21])=[O:20])=[CH:17][CH:16]=2)[N:8]=1)(=[O:5])[CH:2]([CH3:4])[CH3:3].O=P12OP3(OP(OP(O3)(O1)=O)(=O)O2)=O.[F:43][C:44]([F:55])([F:54])[C:45](O[C:45](=[O:46])[C:44]([F:55])([F:54])[F:43])=[O:46].